From a dataset of Catalyst prediction with 721,799 reactions and 888 catalyst types from USPTO. Predict which catalyst facilitates the given reaction. (1) Reactant: C([O-])([O-])=O.[Na+].[Na+].Cl[C:8]1[C:13]([C:14]([F:17])([F:16])[F:15])=[CH:12][N:11]=[C:10]([NH:18][C:19]2[CH:24]=[CH:23][C:22]([CH:25]3[CH2:30][CH2:29][N:28]([C:31]([O:33][C:34]([CH3:37])([CH3:36])[CH3:35])=[O:32])[CH2:27][CH2:26]3)=[CH:21][CH:20]=2)[N:9]=1.CC1(C)C(C)(C)OB(/[CH:46]=[CH:47]/[C:48]2[CH:49]=[C:50]([CH:55]=[CH:56][N:57]=2)[C:51]([O:53][CH3:54])=[O:52])O1.[Li+].[Cl-]. Product: [C:34]([O:33][C:31]([N:28]1[CH2:29][CH2:30][CH:25]([C:22]2[CH:23]=[CH:24][C:19]([NH:18][C:10]3[N:9]=[C:8](/[CH:46]=[CH:47]/[C:48]4[CH:49]=[C:50]([CH:55]=[CH:56][N:57]=4)[C:51]([O:53][CH3:54])=[O:52])[C:13]([C:14]([F:17])([F:16])[F:15])=[CH:12][N:11]=3)=[CH:20][CH:21]=2)[CH2:26][CH2:27]1)=[O:32])([CH3:37])([CH3:36])[CH3:35]. The catalyst class is: 77. (2) Reactant: [F:1][C:2]1([F:35])[CH2:6][CH2:5][N:4]([C:7]2[N:12]=[C:11]([O:13]C)[C:10]([C:15]3[CH:20]=[CH:19][C:18]([O:21][C:22]4[CH:27]=[CH:26][N:25]=[C:24]([C:28]5[CH:29]=[N:30][N:31]([CH3:33])[CH:32]=5)[CH:23]=4)=[C:17]([CH3:34])[N:16]=3)=[CH:9][N:8]=2)[CH2:3]1.Br. Product: [F:35][C:2]1([F:1])[CH2:6][CH2:5][N:4]([C:7]2[NH:12][C:11](=[O:13])[C:10]([C:15]3[CH:20]=[CH:19][C:18]([O:21][C:22]4[CH:27]=[CH:26][N:25]=[C:24]([C:28]5[CH:29]=[N:30][N:31]([CH3:33])[CH:32]=5)[CH:23]=4)=[C:17]([CH3:34])[N:16]=3)=[CH:9][N:8]=2)[CH2:3]1. The catalyst class is: 52. (3) Reactant: [OH:1][C:2]1[CH:7]=[CH:6][C:5]([C:8](=[O:16])[CH2:9][C:10]2[CH:15]=[CH:14][CH:13]=[CH:12][CH:11]=2)=[CH:4][C:3]=1[N+:17]([O-])=O.[CH3:20][OH:21]. Product: [C:10]1([CH2:9][C:8]([C:5]2[CH:6]=[CH:7][C:2]3[O:1][C:20](=[O:21])[NH:17][C:3]=3[CH:4]=2)=[O:16])[CH:15]=[CH:14][CH:13]=[CH:12][CH:11]=1. The catalyst class is: 45. (4) Reactant: [OH-].[Na+].CO.C([O:7][C:8]([C:10]1[C:14]([C:15]2[CH:20]=[CH:19][CH:18]=[CH:17][CH:16]=2)=[CH:13][S:12][C:11]=1[N:21]1[C:29](=[O:30])[C:28]2[C:23](=[CH:24][CH:25]=[CH:26][CH:27]=2)[C:22]1=[O:31])=[O:9])C.Cl. Product: [O:30]=[C:29]1[C:28]2[C:23](=[CH:24][CH:25]=[CH:26][CH:27]=2)[C:22](=[O:31])[N:21]1[C:11]1[S:12][CH:13]=[C:14]([C:15]2[CH:16]=[CH:17][CH:18]=[CH:19][CH:20]=2)[C:10]=1[C:8]([OH:9])=[O:7]. The catalyst class is: 6. (5) Product: [CH3:3][O:4][C:5]1[CH:17]=[CH:16][C:8]([CH2:9][N:10]([CH2:20][C:19]#[CH:18])[C:11]([CH:13]2[CH2:14][CH2:15]2)=[O:12])=[CH:7][CH:6]=1. Reactant: [H-].[Na+].[CH3:3][O:4][C:5]1[CH:17]=[CH:16][C:8]([CH2:9][NH:10][C:11]([CH:13]2[CH2:15][CH2:14]2)=[O:12])=[CH:7][CH:6]=1.[CH2:18](Br)[C:19]#[CH:20].C1(C)C=CC=CC=1. The catalyst class is: 332. (6) Reactant: [OH-].[Li+].[CH:3]1([C@H:9]([NH:14][C:15]([C:17]2[CH:22]=[CH:21][C:20]([N+:23]([O-:25])=[O:24])=[CH:19][C:18]=2[NH:26][C:27]([NH:29][C:30]2[C:35]([CH3:36])=[CH:34][C:33]([CH3:37])=[CH:32][C:31]=2[CH3:38])=[O:28])=[O:16])[C:10]([O:12]C)=[O:11])[CH2:8][CH2:7][CH2:6][CH2:5][CH2:4]1.CO.O. Product: [CH:3]1([C@H:9]([NH:14][C:15]([C:17]2[CH:22]=[CH:21][C:20]([N+:23]([O-:25])=[O:24])=[CH:19][C:18]=2[NH:26][C:27]([NH:29][C:30]2[C:35]([CH3:36])=[CH:34][C:33]([CH3:37])=[CH:32][C:31]=2[CH3:38])=[O:28])=[O:16])[C:10]([OH:12])=[O:11])[CH2:4][CH2:5][CH2:6][CH2:7][CH2:8]1. The catalyst class is: 1. (7) Reactant: CC(C)=O.OS(O)(=O)=O.O=[Cr](=O)=O.[Cl:14][C:15]1[CH:35]=[CH:34][C:18]([C:19]2[CH:20]=[CH:21][C:22]([CH2:32][CH3:33])=[C:23]([CH:25]3[C:29](=[O:30])[CH:28]=[CH:27][CH:26]3[OH:31])[CH:24]=2)=[CH:17][CH:16]=1. Product: [Cl:14][C:15]1[CH:16]=[CH:17][C:18]([C:19]2[CH:20]=[CH:21][C:22]([CH2:32][CH3:33])=[C:23]([CH:25]3[C:29](=[O:30])[CH:28]=[CH:27][C:26]3=[O:31])[CH:24]=2)=[CH:34][CH:35]=1. The catalyst class is: 21. (8) The catalyst class is: 90. Reactant: [H-].[Al+3].[Li+].[H-].[H-].[H-].[Cl-].[Al+3].[Cl-].[Cl-].[CH3:11][N:12]([CH3:47])[C:13]1[CH:18]=[CH:17][C:16]([C:19]2[C:24]3[C:25](=O)[C:26]([CH3:29])([CH3:28])[O:27][C:23]=3[C:22]([CH3:31])=[C:21]([CH3:32])[C:20]=2[N:33]2[CH2:38][CH2:37][N:36]([C:39]3[CH:44]=[CH:43][C:42]([O:45][CH3:46])=[CH:41][CH:40]=3)[CH2:35][CH2:34]2)=[CH:15][CH:14]=1.[OH-].[Na+]. Product: [CH3:46][O:45][C:42]1[CH:41]=[CH:40][C:39]([N:36]2[CH2:35][CH2:34][N:33]([C:20]3[C:21]([CH3:32])=[C:22]([CH3:31])[C:23]4[O:27][C:26]([CH3:29])([CH3:28])[CH2:25][C:24]=4[C:19]=3[C:16]3[CH:15]=[CH:14][C:13]([N:12]([CH3:11])[CH3:47])=[CH:18][CH:17]=3)[CH2:38][CH2:37]2)=[CH:44][CH:43]=1. (9) Reactant: [NH2:1][C@@:2]([C:9]1[CH:14]=[C:13]([Br:15])[CH:12]=[CH:11][C:10]=1[F:16])([CH3:8])[CH2:3][C:4]1([OH:7])[CH2:6][CH2:5]1.Br[C:18]#[N:19]. Product: [Br:15][C:13]1[CH:12]=[CH:11][C:10]([F:16])=[C:9]([C@:2]2([CH3:8])[CH2:3][C:4]3([CH2:6][CH2:5]3)[O:7][C:18]([NH2:19])=[N:1]2)[CH:14]=1. The catalyst class is: 351.